From a dataset of Forward reaction prediction with 1.9M reactions from USPTO patents (1976-2016). Predict the product of the given reaction. (1) Given the reactants [NH2:1][CH:2]([CH2:6][CH:7]1[CH2:13][CH2:12][CH2:11][CH2:10][CH2:9][CH2:8]1)[C:3]([OH:5])=[O:4].[C:14](#N)[CH3:15], predict the reaction product. The product is: [CH:7]1([CH2:6][CH:2]([N:1]2[CH2:15][C:14]3[C:2](=[CH:6][CH:7]=[CH:8][CH:9]=3)[C:3]2=[O:4])[C:3]([OH:5])=[O:4])[CH2:13][CH2:12][CH2:11][CH2:10][CH2:9][CH2:8]1. (2) Given the reactants [NH2:1][C:2]1[N:3]=[C:4]2[CH:9]=[CH:8][C:7]([O:10][C:11]3[CH:12]=[C:13]([NH:17][C:18](=[O:30])[C:19]4[CH:24]=[CH:23][CH:22]=[C:21]([C:25]5([C:28]#[N:29])[CH2:27][CH2:26]5)[CH:20]=4)[CH:14]=[CH:15][CH:16]=3)=[N:6][N:5]2[CH:31]=1.[N:32]1[CH:37]=[CH:36][C:35]([C:38](O)=[O:39])=[CH:34][CH:33]=1.C(Cl)(=O)C(Cl)=O.O1CCCC1, predict the reaction product. The product is: [C:28]([C:25]1([C:21]2[CH:20]=[C:19]([CH:24]=[CH:23][CH:22]=2)[C:18]([NH:17][C:13]2[CH:12]=[C:11]([CH:16]=[CH:15][CH:14]=2)[O:10][C:7]2[CH:8]=[CH:9][C:4]3[N:5]([CH:31]=[C:2]([NH:1][C:38](=[O:39])[C:35]4[CH:36]=[CH:37][N:32]=[CH:33][CH:34]=4)[N:3]=3)[N:6]=2)=[O:30])[CH2:27][CH2:26]1)#[N:29].